The task is: Regression. Given a peptide amino acid sequence and an MHC pseudo amino acid sequence, predict their binding affinity value. This is MHC class I binding data.. This data is from Peptide-MHC class I binding affinity with 185,985 pairs from IEDB/IMGT. (1) The peptide sequence is KTDIVNTTY. The MHC is HLA-A02:01 with pseudo-sequence HLA-A02:01. The binding affinity (normalized) is 0.0847. (2) The peptide sequence is FLCPTFTLK. The MHC is HLA-A01:01 with pseudo-sequence HLA-A01:01. The binding affinity (normalized) is 0.0847.